This data is from Plasma protein binding rate (PPBR) regression data from AstraZeneca. The task is: Regression/Classification. Given a drug SMILES string, predict its absorption, distribution, metabolism, or excretion properties. Task type varies by dataset: regression for continuous measurements (e.g., permeability, clearance, half-life) or binary classification for categorical outcomes (e.g., BBB penetration, CYP inhibition). For this dataset (ppbr_az), we predict Y. (1) The drug is O=C(Nc1cc(-c2ccncc2)c[nH]c1=O)[C@H](Cc1ccccc1)NC1(c2ccccn2)CC1. The Y is 97.1 %. (2) The compound is Nc1nc2ccc(F)cc2s1. The Y is 84.0 %. (3) The drug is C[C@](N)(Cc1ccccc1)c1ccccc1. The Y is 82.0 %. (4) The drug is Oc1nc(-c2ccccc2)nc2ccccc12. The Y is 98.8 %. (5) The drug is COc1ncc(-c2c(C)ccc(F)c2CCNC(=O)c2ccc(OCC(F)(F)F)nc2)cn1. The Y is 99.8 %. (6) The compound is CCCSc1nc(N)c2ncn([C@@H]3O[C@H](CO)[C@@H](O)[C@H]3O)c2n1. The Y is 51.7 %. (7) The drug is CC(C)(O)c1ccc(Nc2nc3ccc(C#N)cc3[nH]2)cc1. The Y is 92.8 %. (8) The molecule is Nc1ncnc2c1ncn2[C@@H]1O[C@H](CSCCCNC(=O)NCc2ccccc2)[C@@H](O)[C@H]1O. The Y is 84.6 %. (9) The drug is CC(=O)Nc1ccc2ccn(-c3cc(NC4CC4)n4ncc(C#N)c4n3)c2c1. The Y is 98.6 %.